This data is from Full USPTO retrosynthesis dataset with 1.9M reactions from patents (1976-2016). The task is: Predict the reactants needed to synthesize the given product. (1) Given the product [CH2:1]([O:8][C:9](=[O:22])[CH:10]([NH:14][C:15]([O:17][C:18]([CH3:20])([CH3:19])[CH3:21])=[O:16])[CH2:11][CH:12]=[O:13])[C:2]1[CH:7]=[CH:6][CH:5]=[CH:4][CH:3]=1, predict the reactants needed to synthesize it. The reactants are: [CH2:1]([O:8][C:9](=[O:22])[CH:10]([NH:14][C:15]([O:17][C:18]([CH3:21])([CH3:20])[CH3:19])=[O:16])[CH2:11][CH2:12][OH:13])[C:2]1[CH:7]=[CH:6][CH:5]=[CH:4][CH:3]=1.C(N(CC)CC)C.S(=O)(=O)=O.N1C=CC=CC=1. (2) The reactants are: [OH:1][CH2:2][CH:3]1[CH2:7][CH2:6][CH:5]([CH:8]([N:12]2[CH:16]=[C:15]([C:17]3[C:18]4[CH:25]=[CH:24][N:23](COCC[Si](C)(C)C)[C:19]=4[N:20]=[CH:21][N:22]=3)[CH:14]=[N:13]2)[CH2:9][C:10]#[N:11])[CH2:4]1.C(O)(C(F)(F)F)=O.C(N)CN. Given the product [OH:1][CH2:2][CH:3]1[CH2:7][CH2:6][CH:5]([CH:8]([N:12]2[CH:16]=[C:15]([C:17]3[C:18]4[CH:25]=[CH:24][NH:23][C:19]=4[N:20]=[CH:21][N:22]=3)[CH:14]=[N:13]2)[CH2:9][C:10]#[N:11])[CH2:4]1, predict the reactants needed to synthesize it.